From a dataset of Full USPTO retrosynthesis dataset with 1.9M reactions from patents (1976-2016). Predict the reactants needed to synthesize the given product. (1) Given the product [CH2:1]([C:5]1[N:10]2[N:11]=[CH:12][CH:13]=[C:9]2[N:8]([C@H:14]2[CH2:19][CH2:18][C@H:17]([O:20][CH2:21][C:22]([OH:25])([CH3:23])[CH3:24])[CH2:16][CH2:15]2)[C:7](=[O:26])[C:6]=1[CH2:27][C:28]1[CH:33]=[CH:32][C:31]([C:34]2[CH:39]=[CH:38][CH:37]=[CH:36][C:35]=2[C:40]2[NH:48][N:47]=[N:46][N:41]=2)=[CH:30][CH:29]=1)[CH2:2][CH2:3][CH3:4], predict the reactants needed to synthesize it. The reactants are: [CH2:1]([C:5]1[N:10]2[N:11]=[CH:12][CH:13]=[C:9]2[N:8]([C@H:14]2[CH2:19][CH2:18][C@H:17]([O:20][CH2:21][C:22]([OH:25])([CH3:24])[CH3:23])[CH2:16][CH2:15]2)[C:7](=[O:26])[C:6]=1[CH2:27][C:28]1[CH:33]=[CH:32][C:31]([C:34]2[C:35]([C:40]#[N:41])=[CH:36][CH:37]=[CH:38][CH:39]=2)=[CH:30][CH:29]=1)[CH2:2][CH2:3][CH3:4].C[Si]([N:46]=[N+:47]=[N-:48])(C)C.C([Sn](=O)CCCC)CCC.C1(C)C=CC=CC=1. (2) Given the product [C:1]([C:3]1[CH:8]=[CH:7][C:6]([C:9]2[CH:10]=[N:11][N:12]([C:15]3[CH:23]=[CH:22][C:18]([C:19]([N:33]([CH2:32][CH:28]4[CH2:29][CH2:30][CH2:31][N:27]4[CH2:25][CH3:26])[CH3:34])=[O:21])=[CH:17][N:16]=3)[C:13]=2[OH:14])=[C:5]([CH3:24])[CH:4]=1)#[N:2], predict the reactants needed to synthesize it. The reactants are: [C:1]([C:3]1[CH:8]=[CH:7][C:6]([C:9]2[CH:10]=[N:11][N:12]([C:15]3[CH:23]=[CH:22][C:18]([C:19]([OH:21])=O)=[CH:17][N:16]=3)[C:13]=2[OH:14])=[C:5]([CH3:24])[CH:4]=1)#[N:2].[CH2:25]([N:27]1[CH2:31][CH2:30][CH2:29][CH:28]1[CH2:32][NH:33][CH3:34])[CH3:26]. (3) Given the product [Br:8][C:9]1[CH:10]=[CH:11][C:12]([C:15]2([C:17]3[CH:18]=[CH:19][CH:20]=[CH:21][CH:22]=3)[CH2:2][O:16]2)=[CH:13][CH:14]=1, predict the reactants needed to synthesize it. The reactants are: [I-].[CH3:2][S+](C)C.[H-].[Na+].[Br:8][C:9]1[CH:14]=[CH:13][C:12]([C:15]([C:17]2[CH:22]=[CH:21][CH:20]=[CH:19][CH:18]=2)=[O:16])=[CH:11][CH:10]=1. (4) The reactants are: C[O:2][C:3]([CH:5]1[CH2:10][CH2:9][CH:8]=[CH:7][CH2:6]1)=[O:4].[OH-].[Na+].Cl. Given the product [CH:5]1([C:3]([OH:4])=[O:2])[CH2:10][CH2:9][CH:8]=[CH:7][CH2:6]1, predict the reactants needed to synthesize it. (5) Given the product [O:48]=[S:29]1(=[O:28])[CH2:34][CH2:33][N:32]2[CH:35]3[CH2:40][CH2:39][C:38]([C:41]4[CH:46]=[CH:45][C:44]([O:47][C:19]5[CH:20]=[CH:21][C:22]([CH3:27])=[C:23]([CH:26]=5)[C:24]#[N:25])=[CH:43][CH:42]=4)([C:31]2=[N:30]1)[CH2:37][CH2:36]3, predict the reactants needed to synthesize it. The reactants are: N1C=CC=CC=1C(O)=O.P([O-])([O-])([O-])=O.[K+].[K+].[K+].Br[C:19]1[CH:20]=[CH:21][C:22]([CH3:27])=[C:23]([CH:26]=1)[C:24]#[N:25].[O:28]=[S:29]1(=[O:48])[CH2:34][CH2:33][N:32]2[CH:35]3[CH2:40][CH2:39][C:38]([C:41]4[CH:46]=[CH:45][C:44]([OH:47])=[CH:43][CH:42]=4)([C:31]2=[N:30]1)[CH2:37][CH2:36]3. (6) Given the product [CH:44]([C:26]1[C:27]2[C:32](=[CH:31][CH:30]=[CH:29][C:28]=2[N:33]2[CH:37]=[C:36]([C:38]3[CH:39]=[N:40][CH:41]=[CH:42][CH:43]=3)[N:35]=[CH:34]2)[N:24]([C:23]2[CH:22]=[CH:21][C:18]([C:19]#[N:20])=[CH:17][C:16]=2[NH:15][CH:55]([CH3:57])[CH3:54])[N:25]=1)([CH3:46])[CH3:45], predict the reactants needed to synthesize it. The reactants are: C(O[BH-](OC(=O)C)OC(=O)C)(=O)C.[Na+].[NH2:15][C:16]1[CH:17]=[C:18]([CH:21]=[CH:22][C:23]=1[N:24]1[C:32]2[C:27](=[C:28]([N:33]3[CH:37]=[C:36]([C:38]4[CH:39]=[N:40][CH:41]=[CH:42][CH:43]=4)[N:35]=[CH:34]3)[CH:29]=[CH:30][CH:31]=2)[C:26]([CH:44]([CH3:46])[CH3:45])=[N:25]1)[C:19]#[N:20].FC(F)(F)C(O)=O.[CH3:54][C:55]([CH3:57])=O.